Dataset: Catalyst prediction with 721,799 reactions and 888 catalyst types from USPTO. Task: Predict which catalyst facilitates the given reaction. (1) The catalyst class is: 6. Product: [OH2:16].[ClH:1].[ClH:1].[C:3]([C:6]1[CH:7]=[C:8]([C:12]2[CH:13]=[C:14]([CH:18]=[C:19]([CH2:21][NH:22][CH2:23][CH:24]3[CH2:25][CH2:26][N:27]([C:30](=[NH:32])[CH3:31])[CH2:28][CH2:29]3)[CH:20]=2)[C:15]([OH:17])=[O:16])[CH:9]=[CH:10][CH:11]=1)(=[NH:4])[NH2:5]. Reactant: [ClH:1].Cl.[C:3]([C:6]1[CH:7]=[C:8]([C:12]2[CH:13]=[C:14]([CH:18]=[C:19]([CH2:21][NH:22][CH2:23][CH:24]3[CH2:29][CH2:28][N:27]([C:30](=[NH:32])[CH3:31])[CH2:26][CH2:25]3)[CH:20]=2)[C:15]([OH:17])=[O:16])[CH:9]=[CH:10][CH:11]=1)(=[NH:5])[NH2:4]. (2) Reactant: [F:1][C:2]([F:13])([F:12])[S:3][C:4]1[CH:11]=[CH:10][C:7]([CH2:8]Br)=[CH:6][CH:5]=1.[N-:14]=[N+:15]=[N-:16].[Na+]. Product: [N:14]([CH2:8][C:7]1[CH:10]=[CH:11][C:4]([S:3][C:2]([F:13])([F:12])[F:1])=[CH:5][CH:6]=1)=[N+:15]=[N-:16]. The catalyst class is: 35.